Task: Predict the product of the given reaction.. Dataset: Forward reaction prediction with 1.9M reactions from USPTO patents (1976-2016) (1) Given the reactants [F:1][C:2]1[CH:3]=[CH:4][CH:5]=[C:6]2[C:11]=1[N:10]=[CH:9][CH:8]=[C:7]2[NH:12][C:13]([NH:15][C:16]1[CH:21]=[CH:20][CH:19]=[C:18](I)[N:17]=1)=[O:14].CC1(C)C(C)(C)OB(C2CCN(C(OC(C)(C)C)=O)CC=2)O1.[O:45]1[CH:50]=[C:49](B2OC(C)(C)C(C)(C)O2)[CH2:48][CH2:47][CH2:46]1, predict the reaction product. The product is: [O:45]1[CH2:50][CH2:49][CH2:48][C:47]([C:18]2[N:17]=[C:16]([NH:15][C:13]([NH:12][C:7]3[C:6]4[C:11](=[C:2]([F:1])[CH:3]=[CH:4][CH:5]=4)[N:10]=[CH:9][CH:8]=3)=[O:14])[CH:21]=[CH:20][CH:19]=2)=[CH:46]1. (2) Given the reactants [NH2:1][C:2]1[CH:3]=[C:4]2[C:9](=[C:10]([Cl:12])[CH:11]=1)[N:8]=[CH:7][C:6]([C:13]#[N:14])=[C:5]2[NH:15][C:16]1[CH:21]=[CH:20][C:19]([F:22])=[C:18]([Cl:23])[CH:17]=1.[CH3:24][C:25]1[CH:26]=[CH:27][CH:28]=[C:29]([CH:32]=O)[N+:30]=1[O-:31].[BH3-]C#N.[Na+], predict the reaction product. The product is: [Cl:12][C:10]1[CH:11]=[C:2]([NH:1][CH2:24][C:25]2[CH:26]=[CH:27][CH:28]=[C:29]([CH3:32])[N+:30]=2[O-:31])[CH:3]=[C:4]2[C:9]=1[N:8]=[CH:7][C:6]([C:13]#[N:14])=[C:5]2[NH:15][C:16]1[CH:21]=[CH:20][C:19]([F:22])=[C:18]([Cl:23])[CH:17]=1. (3) The product is: [Cl:8][C:7]1[CH:6]=[CH:5][C:4]([OH:9])=[CH:3][C:2]=1[NH:1][C:15](=[O:32])[CH:16]([CH2:20][C:21]1[CH:26]=[CH:25][C:24]([S:27]([CH3:30])(=[O:29])=[O:28])=[CH:23][C:22]=1[Cl:31])[C:17](=[O:19])[CH3:18]. Given the reactants [NH2:1][C:2]1[CH:3]=[C:4]([OH:9])[CH:5]=[CH:6][C:7]=1[Cl:8].C(S[C:15](=[O:32])[CH:16]([CH2:20][C:21]1[CH:26]=[CH:25][C:24]([S:27]([CH3:30])(=[O:29])=[O:28])=[CH:23][C:22]=1[Cl:31])[C:17](=[O:19])[CH3:18])(C)(C)C, predict the reaction product. (4) Given the reactants [CH2:1]([O:4][CH:5]1[C:10](OC)([O:11]C)[CH2:9][CH2:8][N:7]([C:15]([O:17][C:18]([CH3:21])([CH3:20])[CH3:19])=[O:16])[CH2:6]1)[CH:2]=[CH2:3].O.C(O)(C(F)(F)F)=O.C(OC(OC(C)(C)C)=O)(OC(C)(C)C)=O, predict the reaction product. The product is: [CH2:1]([O:4][CH:5]1[C:10](=[O:11])[CH2:9][CH2:8][N:7]([C:15]([O:17][C:18]([CH3:21])([CH3:20])[CH3:19])=[O:16])[CH2:6]1)[CH:2]=[CH2:3]. (5) Given the reactants [Cl:1][C:2]1[CH:32]=[CH:31][C:30]([CH2:33][NH:34][C:35](=[O:40])[C:36]([F:39])([F:38])[F:37])=[CH:29][C:3]=1[C:4]([NH:6][C:7]([N:9]([C:18]1[CH:23]=[CH:22][C:21]([N+:24]([O-:26])=[O:25])=[C:20]([O:27][CH3:28])[CH:19]=1)[NH:10]C(OC(C)(C)C)=O)=[O:8])=O.C(O)(C(F)(F)F)=O, predict the reaction product. The product is: [Cl:1][C:2]1[CH:32]=[CH:31][C:30]([CH2:33][NH:34][C:35](=[O:40])[C:36]([F:39])([F:38])[F:37])=[CH:29][C:3]=1[C:4]1[NH:6][C:7](=[O:8])[N:9]([C:18]2[CH:23]=[CH:22][C:21]([N+:24]([O-:26])=[O:25])=[C:20]([O:27][CH3:28])[CH:19]=2)[N:10]=1. (6) Given the reactants BrC1C=CC(=O)N(CC(O)(C)C)C=1.OC(C)(C)C[C@@:17]1([C:41]2[CH:46]=[CH:45][CH:44]=[CH:43][CH:42]=2)[O:22][C:21](=[O:23])[N:20]([C@H](C2C=CC(B3OC(C)(C)C(C)(C)O3)=CC=2)C)[CH2:19][CH2:18]1.C([O-])(O)=O.[Na+], predict the reaction product. The product is: [C:41]1([CH:17]2[O:22][C:21](=[O:23])[NH:20][CH2:19][CH2:18]2)[CH:42]=[CH:43][CH:44]=[CH:45][CH:46]=1. (7) Given the reactants [CH3:1][O:2][C:3]1[C:8]2[C:9]([CH3:15])=[C:10]([C:12]([OH:14])=O)[O:11][C:7]=2[CH:6]=[CH:5][CH:4]=1.C(Cl)(=O)C(Cl)=O.CN(C=O)C.[CH3:27][O:28][C:29](=[O:51])[C@@H:30]([NH:34][S:35]([C:38]1[CH:43]=[CH:42][C:41]([C:44]2[CH:49]=[CH:48][C:47]([NH2:50])=[CH:46][CH:45]=2)=[CH:40][CH:39]=1)(=[O:37])=[O:36])[CH:31]([CH3:33])[CH3:32], predict the reaction product. The product is: [CH3:27][O:28][C:29](=[O:51])[C@@H:30]([NH:34][S:35]([C:38]1[CH:43]=[CH:42][C:41]([C:44]2[CH:45]=[CH:46][C:47]([NH:50][C:12]([C:10]3[O:11][C:7]4[CH:6]=[CH:5][CH:4]=[C:3]([O:2][CH3:1])[C:8]=4[C:9]=3[CH3:15])=[O:14])=[CH:48][CH:49]=2)=[CH:40][CH:39]=1)(=[O:37])=[O:36])[CH:31]([CH3:33])[CH3:32].